Dataset: Reaction yield outcomes from USPTO patents with 853,638 reactions. Task: Predict the reaction yield, written as a fraction of the theoretical maximum amount of product (1.0 means a 100% yield; for example, 0.34 means a 34% yield). (1) The product is [CH:22]1([N:4]2[CH2:5][CH2:6][CH2:7][N:1]([C:8]3[CH:18]=[CH:17][C:11]([C:12]([O:14][CH2:15][CH3:16])=[O:13])=[CH:10][CH:9]=3)[CH2:2][CH2:3]2)[CH2:24][CH2:23]1. The yield is 1.18. The catalyst is O1CCCC1.CO. The reactants are [N:1]1([C:8]2[CH:18]=[CH:17][C:11]([C:12]([O:14][CH2:15][CH3:16])=[O:13])=[CH:10][CH:9]=2)[CH2:7][CH2:6][CH2:5][NH:4][CH2:3][CH2:2]1.C(O[C:22]1(O[Si](C)(C)C)[CH2:24][CH2:23]1)C.C(O)(=O)C.C([BH3-])#N.[Na+]. (2) The reactants are [Cl:1][C:2]1[C:7]([O:8][CH3:9])=[C:6]([O:10][CH3:11])[CH:5]=[CH:4][C:3]=1[C:12]([N:14]([CH2:20][C:21]1[N:25]([CH3:26])[C:24]([CH3:27])=[CH:23][N:22]=1)[CH2:15][CH2:16][CH:17]([CH3:19])[CH3:18])=[O:13].Br[CH2:29][C:30]1[C:31]([C:36]#[N:37])=[CH:32][CH:33]=[CH:34][CH:35]=1.CN(C=O)C.C([O-])([O-])=O.[K+].[K+]. The catalyst is O. The yield is 0.710. The product is [Cl:1][C:2]1[C:7]([O:8][CH3:9])=[C:6]([O:10][CH3:11])[CH:5]=[CH:4][C:3]=1[C:12]([N:14]([CH2:20][CH:21]1[N:25]([CH3:26])[C:24]([CH3:27])=[CH:23][N:22]1[CH2:29][C:30]1[CH:35]=[CH:34][CH:33]=[CH:32][C:31]=1[C:36]#[N:37])[CH2:15][CH2:16][CH:17]([CH3:19])[CH3:18])=[O:13].